This data is from NCI-60 drug combinations with 297,098 pairs across 59 cell lines. The task is: Regression. Given two drug SMILES strings and cell line genomic features, predict the synergy score measuring deviation from expected non-interaction effect. (1) Drug 1: CC12CCC(CC1=CCC3C2CCC4(C3CC=C4C5=CN=CC=C5)C)O. Drug 2: CC(C)NC(=O)C1=CC=C(C=C1)CNNC.Cl. Cell line: SNB-75. Synergy scores: CSS=-0.609, Synergy_ZIP=0.554, Synergy_Bliss=-0.841, Synergy_Loewe=-3.46, Synergy_HSA=-2.70. (2) Drug 1: C1=CC(=CC=C1CCCC(=O)O)N(CCCl)CCCl. Drug 2: CC1=C(C(=O)C2=C(C1=O)N3CC4C(C3(C2COC(=O)N)OC)N4)N. Synergy scores: CSS=31.1, Synergy_ZIP=-7.55, Synergy_Bliss=-5.73, Synergy_Loewe=-2.14, Synergy_HSA=-1.30. Cell line: T-47D. (3) Drug 1: C1=NC2=C(N=C(N=C2N1C3C(C(C(O3)CO)O)O)F)N. Drug 2: CC1=C(C(CCC1)(C)C)C=CC(=CC=CC(=CC(=O)O)C)C. Cell line: OVCAR-4. Synergy scores: CSS=0.707, Synergy_ZIP=0.414, Synergy_Bliss=-0.0369, Synergy_Loewe=-0.214, Synergy_HSA=-0.812. (4) Drug 1: CC(C)(C#N)C1=CC(=CC(=C1)CN2C=NC=N2)C(C)(C)C#N. Drug 2: C1CN(CCN1C(=O)CCBr)C(=O)CCBr. Cell line: HCT-15. Synergy scores: CSS=15.9, Synergy_ZIP=-5.22, Synergy_Bliss=5.21, Synergy_Loewe=-2.63, Synergy_HSA=-1.20. (5) Drug 1: C1=CC(=CC=C1CC(C(=O)O)N)N(CCCl)CCCl.Cl. Drug 2: C#CCC(CC1=CN=C2C(=N1)C(=NC(=N2)N)N)C3=CC=C(C=C3)C(=O)NC(CCC(=O)O)C(=O)O. Cell line: NCI-H460. Synergy scores: CSS=18.8, Synergy_ZIP=-9.52, Synergy_Bliss=-2.13, Synergy_Loewe=-2.68, Synergy_HSA=-3.00. (6) Synergy scores: CSS=42.5, Synergy_ZIP=23.4, Synergy_Bliss=25.8, Synergy_Loewe=23.4, Synergy_HSA=24.3. Drug 2: CC12CCC3C(C1CCC2OP(=O)(O)O)CCC4=C3C=CC(=C4)OC(=O)N(CCCl)CCCl.[Na+]. Cell line: PC-3. Drug 1: CC1C(C(=O)NC(C(=O)N2CCCC2C(=O)N(CC(=O)N(C(C(=O)O1)C(C)C)C)C)C(C)C)NC(=O)C3=C4C(=C(C=C3)C)OC5=C(C(=O)C(=C(C5=N4)C(=O)NC6C(OC(=O)C(N(C(=O)CN(C(=O)C7CCCN7C(=O)C(NC6=O)C(C)C)C)C)C(C)C)C)N)C.